From a dataset of Catalyst prediction with 721,799 reactions and 888 catalyst types from USPTO. Predict which catalyst facilitates the given reaction. (1) Reactant: [CH:1]1([NH:4][C:5]([NH:7][C:8]2[CH:13]=[CH:12][C:11]([C:14]3[N:15]=[C:16]([N:24]4[CH2:29][CH2:28][O:27][CH2:26][C@@H:25]4[CH3:30])[C:17]4[CH2:23][CH2:22][NH:21][CH2:20][C:18]=4[N:19]=3)=[C:10]([F:31])[CH:9]=2)=[O:6])[CH2:3][CH2:2]1.CCN(CC)CC.[CH3:39][N:40]([CH3:44])[C:41](Cl)=[O:42]. Product: [CH:1]1([NH:4][C:5](=[O:6])[NH:7][C:8]2[CH:13]=[CH:12][C:11]([C:14]3[N:15]=[C:16]([N:24]4[CH2:29][CH2:28][O:27][CH2:26][C@@H:25]4[CH3:30])[C:17]4[CH2:23][CH2:22][N:21]([C:41]([N:40]([CH3:44])[CH3:39])=[O:42])[CH2:20][C:18]=4[N:19]=3)=[C:10]([F:31])[CH:9]=2)[CH2:2][CH2:3]1. The catalyst class is: 3. (2) The catalyst class is: 7. Product: [Si:12]([O:8][C:5]1[CH:6]=[CH:7][C:2]([NH2:1])=[C:3]([N+:9]([O-:11])=[O:10])[CH:4]=1)([C:15]([CH3:18])([CH3:17])[CH3:16])([CH3:14])[CH3:13]. Reactant: [NH2:1][C:2]1[CH:7]=[CH:6][C:5]([OH:8])=[CH:4][C:3]=1[N+:9]([O-:11])=[O:10].[Si:12](Cl)([C:15]([CH3:18])([CH3:17])[CH3:16])([CH3:14])[CH3:13].N1C=CN=C1.O. (3) Reactant: [CH3:1][O:2][C:3]1[CH:11]=[CH:10][C:9]([O:12][CH3:13])=[CH:8][C:4]=1[C:5]([OH:7])=O.C(Cl)(=O)C(Cl)=O.Cl.[CH3:21][NH:22][O:23][CH3:24].C(N(CC)CC)C. Product: [CH3:24][O:23][N:22]([CH3:21])[C:5](=[O:7])[C:4]1[CH:8]=[C:9]([O:12][CH3:13])[CH:10]=[CH:11][C:3]=1[O:2][CH3:1]. The catalyst class is: 59. (4) Reactant: C([O:3][C:4]([C:6]1[NH:7][C:8]2[C:13]([CH:14]=1)=[C:12]([CH3:15])[C:11]([O:16][C:17]1[CH:22]=[CH:21][C:20]([OH:23])=[C:19]([C:24](=[O:31])[N:25]([CH:27]3[CH2:30][CH2:29][CH2:28]3)[CH3:26])[CH:18]=1)=[C:10]([CH3:32])[CH:9]=2)=[O:5])C.[OH-].[K+]. Product: [CH:27]1([N:25]([CH3:26])[C:24]([C:19]2[CH:18]=[C:17]([CH:22]=[CH:21][C:20]=2[OH:23])[O:16][C:11]2[C:12]([CH3:15])=[C:13]3[C:8](=[CH:9][C:10]=2[CH3:32])[NH:7][C:6]([C:4]([OH:5])=[O:3])=[CH:14]3)=[O:31])[CH2:28][CH2:29][CH2:30]1. The catalyst class is: 24. (5) The catalyst class is: 1. Reactant: [Li+].CC([N-]C(C)C)C.[N:9]1[CH:14]=[CH:13][CH:12]=[C:11]([CH3:15])[C:10]=1[CH3:16].C([O:19][CH:20]=[C:21]([C:27](OCC)=O)[C:22]([O:24][CH2:25][CH3:26])=[O:23])C. Product: [CH3:15][C:11]1[C:10]2[N:9]([C:20](=[O:19])[C:21]([C:22]([O:24][CH2:25][CH3:26])=[O:23])=[CH:27][CH:16]=2)[CH:14]=[CH:13][CH:12]=1. (6) Reactant: [Cl:1][C:2]1[CH:10]=[CH:9][C:8]([C:11]2[O:12][C:13]([CH:16]=[C:17]3[S:21][C:20](=[S:22])[NH:19][C:18]3=[O:23])=[CH:14][CH:15]=2)=[CH:7][C:3]=1[C:4]([OH:6])=O.CN(C(ON1N=NC2C=CC=CC1=2)=[N+](C)C)C.F[P-](F)(F)(F)(F)F.CCN(C(C)C)C(C)C.[CH3:57][O:58][CH2:59][CH2:60][NH2:61]. Product: [Cl:1][C:2]1[CH:10]=[CH:9][C:8]([C:11]2[O:12][C:13]([CH:16]=[C:17]3[S:21][C:20](=[S:22])[NH:19][C:18]3=[O:23])=[CH:14][CH:15]=2)=[CH:7][C:3]=1[C:4]([NH:61][CH2:60][CH2:59][O:58][CH3:57])=[O:6]. The catalyst class is: 3.